The task is: Predict the reactants needed to synthesize the given product.. This data is from Full USPTO retrosynthesis dataset with 1.9M reactions from patents (1976-2016). (1) Given the product [Br:1][C:2]1[CH:3]=[CH:4][C:5]([O:8][CH2:9][CH:10]2[CH2:15][CH2:14][N:13]([CH2:16][C:17]([CH2:20][CH3:21])([F:29])[CH2:18][CH3:19])[CH2:12][CH2:11]2)=[N:6][CH:7]=1, predict the reactants needed to synthesize it. The reactants are: [Br:1][C:2]1[CH:3]=[CH:4][C:5]([O:8][CH2:9][CH:10]2[CH2:15][CH2:14][N:13]([CH2:16][C:17](O)([CH2:20][CH3:21])[CH2:18][CH3:19])[CH2:12][CH2:11]2)=[N:6][CH:7]=1.CCN(S(F)(F)[F:29])CC.C([O-])(O)=O.[Na+]. (2) Given the product [CH3:42][C:41](=[CH2:40])[CH2:43][C:16]1([C:19]([O:21][CH2:22][CH3:23])=[O:20])[CH2:15][CH2:14][N:13]([C:24]([O:26][C:27]([CH3:29])([CH3:28])[CH3:30])=[O:25])[CH2:18][CH2:17]1, predict the reactants needed to synthesize it. The reactants are: C(NC(C)C)(C)C.[Li+].CCC[CH2-].[N:13]1([C:24]([O:26][C:27]([CH3:30])([CH3:29])[CH3:28])=[O:25])[CH2:18][CH2:17][CH:16]([C:19]([O:21][CH2:22][CH3:23])=[O:20])[CH2:15][CH2:14]1.[Li+].CC([N-]C(C)C)C.Br[CH2:40][C:41]([CH3:43])=[CH2:42]. (3) Given the product [C:11]([O:15][C:16]([N:17]1[CH2:21][CH2:22][C:8]([C:9]#[N:10])([C:5]2[CH:6]=[CH:7][C:2]([I:1])=[CH:3][CH:4]=2)[CH2:19][CH2:18]1)=[O:24])([CH3:14])([CH3:13])[CH3:12], predict the reactants needed to synthesize it. The reactants are: [I:1][C:2]1[CH:7]=[CH:6][C:5]([CH2:8][C:9]#[N:10])=[CH:4][CH:3]=1.[C:11]([O:15][C:16](=[O:24])[N:17]([CH2:21][CH2:22]Cl)[CH2:18][CH2:19]Cl)([CH3:14])([CH3:13])[CH3:12]. (4) Given the product [F:44][C:34]1[CH:33]=[C:32]([C:9]2[CH:10]=[CH:11][C:12]3[O:16][C:15]([CH:17]4[CH2:22][CH2:21][N:20]([C:23]([O:25][CH:26]([CH3:27])[CH3:28])=[O:24])[CH2:19][CH2:18]4)=[N:14][C:13]=3[CH:29]=2)[CH:43]=[CH:42][C:35]=1[C:36](=[O:37])[NH:38][CH2:39][CH2:40][OH:41], predict the reactants needed to synthesize it. The reactants are: CC1(C)C(C)(C)OB([C:9]2[CH:10]=[CH:11][C:12]3[O:16][C:15]([CH:17]4[CH2:22][CH2:21][N:20]([C:23]([O:25][CH:26]([CH3:28])[CH3:27])=[O:24])[CH2:19][CH2:18]4)=[N:14][C:13]=3[CH:29]=2)O1.Br[C:32]1[CH:43]=[CH:42][C:35]([C:36]([NH:38][CH2:39][CH2:40][OH:41])=[O:37])=[C:34]([F:44])[CH:33]=1. (5) Given the product [Cl:32][C:15]1[N:14]2[N:18]=[CH:19][CH:20]=[C:13]2[N:12]=[C:11]([CH:8]2[CH2:9][CH2:10][C:5]3([O:4][CH2:3][CH2:2][O:1]3)[CH2:6][CH2:7]2)[CH:16]=1, predict the reactants needed to synthesize it. The reactants are: [O:1]1[C:5]2([CH2:10][CH2:9][CH:8]([C:11]3[CH:16]=[C:15](O)[N:14]4[N:18]=[CH:19][CH:20]=[C:13]4[N:12]=3)[CH2:7][CH2:6]2)[O:4][CH2:3][CH2:2]1.CN(C)C1C=CC=CC=1.O=P(Cl)(Cl)[Cl:32]. (6) Given the product [C:16]([O:15][C:13]([N:7]1[C@H:6]([C:4]([OH:5])=[O:3])[CH2:11][C@:10]2([CH3:12])[C@H:8]1[CH2:9]2)=[O:14])([CH3:19])([CH3:17])[CH3:18], predict the reactants needed to synthesize it. The reactants are: C([O:3][C:4]([C@@H:6]1[CH2:11][C@:10]2([CH3:12])[C@@H:8]([CH2:9]2)[N:7]1[C:13]([O:15][C:16]([CH3:19])([CH3:18])[CH3:17])=[O:14])=[O:5])C.[OH-].[K+].Cl.C(Cl)Cl. (7) Given the product [CH:1]1([CH2:6][CH:7]([N:11]2[C:19]3[C:14](=[CH:15][C:16]([O:20][CH3:21])=[CH:17][CH:18]=3)[CH2:13][C:12]2=[O:23])[C:8]([OH:10])=[O:9])[CH2:5][CH2:4][CH2:3][CH2:2]1, predict the reactants needed to synthesize it. The reactants are: [CH:1]1([CH2:6][CH:7]([N:11]2[C:19]3[C:14](=[CH:15][C:16]([O:20][CH3:21])=[CH:17][CH:18]=3)[C:13](=O)[C:12]2=[O:23])[C:8]([OH:10])=[O:9])[CH2:5][CH2:4][CH2:3][CH2:2]1.O.NN. (8) Given the product [Br:26][C:21]1[C:22]([F:25])=[CH:23][CH:24]=[C:19]([C:17]([C:7]2[CH:12]=[CH:11][C:10]([O:13][CH3:14])=[C:9]([Cl:15])[CH:8]=2)=[CH2:16])[CH:20]=1, predict the reactants needed to synthesize it. The reactants are: C([Li])CCC.Br[C:7]1[CH:12]=[CH:11][C:10]([O:13][CH3:14])=[C:9]([Cl:15])[CH:8]=1.[CH3:16][C:17]([C:19]1[CH:24]=[CH:23][C:22]([F:25])=[C:21]([Br:26])[CH:20]=1)=O.O. (9) The reactants are: [OH:1][C:2]1[CH:7]=[CH:6][C:5]([C:8]([C:10]2[CH:25]=[CH:24][CH:23]=[CH:22][C:11]=2[C:12]([O:14][CH2:15][C:16]2[CH:21]=[CH:20][CH:19]=[CH:18][CH:17]=2)=[O:13])=[O:9])=[CH:4][C:3]=1[N+:26]([O-])=O.[CH2:29]([O:31][C:32]([N:34]=[C:35]=S)=[O:33])[CH3:30].C(Cl)CCl.C(O)(=O)CC(CC(O)=O)(C(O)=O)O. Given the product [CH2:29]([O:31][C:32]([NH:34][C:35]1[O:1][C:2]2[CH:7]=[CH:6][C:5]([C:8]([C:10]3[CH:25]=[CH:24][CH:23]=[CH:22][C:11]=3[C:12]([O:14][CH2:15][C:16]3[CH:21]=[CH:20][CH:19]=[CH:18][CH:17]=3)=[O:13])=[O:9])=[CH:4][C:3]=2[N:26]=1)=[O:33])[CH3:30], predict the reactants needed to synthesize it.